This data is from Reaction yield outcomes from USPTO patents with 853,638 reactions. The task is: Predict the reaction yield, written as a fraction of the theoretical maximum amount of product (1.0 means a 100% yield; for example, 0.34 means a 34% yield). (1) The reactants are [CH3:1][C:2]1[CH:3]=[C:4]([CH:8]=[CH:9][N:10]=1)[C:5](O)=[O:6].CN([C:14]([O:18][N:19]1N=NC2C=CC=N[C:20]1=2)=[N+](C)C)C.F[P-](F)(F)(F)(F)F.CCN(C(C)C)C(C)C.Cl.CNOC. The catalyst is CN(C=O)C.O. The product is [CH3:14][O:18][N:19]([CH3:20])[C:5](=[O:6])[C:4]1[CH:8]=[CH:9][N:10]=[C:2]([CH3:1])[CH:3]=1. The yield is 0.760. (2) The reactants are Cl[C:2]1[CH:3]=[C:4]([C:20]([F:23])([F:22])[F:21])[C:5]2[CH:6]=[CH:7][C:8]3[N:9]([CH:12]=[C:13]([C:15]4[O:16][CH:17]=[N:18][N:19]=4)[N:14]=3)[C:10]=2[N:11]=1.[O:24]1[CH:28]=[CH:27][C:26](B(O)O)=[CH:25]1.[O-]P([O-])([O-])=O.[K+].[K+].[K+]. The catalyst is O1CCOCC1.C1C=CC(P(C2C=CC=CC=2)[C-]2C=CC=C2)=CC=1.C1C=CC(P(C2C=CC=CC=2)[C-]2C=CC=C2)=CC=1.Cl[Pd]Cl.[Fe+2].C(Cl)Cl. The product is [O:24]1[CH:28]=[CH:27][C:26]([C:2]2[CH:3]=[C:4]([C:20]([F:23])([F:22])[F:21])[C:5]3[CH:6]=[CH:7][C:8]4[N:9]([CH:12]=[C:13]([C:15]5[O:16][CH:17]=[N:18][N:19]=5)[N:14]=4)[C:10]=3[N:11]=2)=[CH:25]1. The yield is 0.177. (3) The reactants are [CH2:1]([Li])[CH2:2]CC.[CH3:6][O:7][C:8]1[CH:9]=[C:10]([CH:19]=[C:20]([O:22][CH3:23])[CH:21]=1)[C:11]([C:13]1[CH:18]=[CH:17][CH:16]=[CH:15][CH:14]=1)=[O:12].[NH4+].[Cl-]. The catalyst is C1COCC1. The product is [CH3:23][O:22][C:20]1[CH:19]=[C:10]([C:11]([C:13]2[CH:18]=[CH:17][CH:16]=[CH:15][CH:14]=2)([OH:12])[C:1]#[CH:2])[CH:9]=[C:8]([O:7][CH3:6])[CH:21]=1. The yield is 0.950.